This data is from Forward reaction prediction with 1.9M reactions from USPTO patents (1976-2016). The task is: Predict the product of the given reaction. (1) Given the reactants [H-].[Al+3].[Li+].[H-].[H-].[H-].[O:7]=[C:8]1[CH2:13][CH2:12][CH2:11][C@H:10]([CH2:14][CH2:15][C:16](=[O:24])[CH2:17][C:18]2[CH:23]=[CH:22][CH:21]=[CH:20][CH:19]=2)[N:9]1[CH2:25][CH2:26][CH2:27][CH2:28][O:29][CH2:30][C:31]#[N:32], predict the reaction product. The product is: [OH:24][CH:16]([CH2:17][C:18]1[CH:23]=[CH:22][CH:21]=[CH:20][CH:19]=1)[CH2:15][CH2:14][C@H:10]1[CH2:11][CH2:12][CH2:13][C:8](=[O:7])[N:9]1[CH2:25][CH2:26][CH2:27][CH2:28][O:29][CH2:30][C:31]#[N:32]. (2) Given the reactants C([O:8][CH2:9][CH2:10][CH2:11][CH2:12][CH2:13][CH2:14][CH2:15][C:16]([F:22])([F:21])[C:17]([F:20])([F:19])[F:18])C1C=CC=CC=1.CN(C)C1C=CC=CC=1.[Cl-].[Cl-].[Cl-].[Al+3].Cl, predict the reaction product. The product is: [F:21][C:16]([F:22])([C:17]([F:18])([F:19])[F:20])[CH2:15][CH2:14][CH2:13][CH2:12][CH2:11][CH2:10][CH2:9][OH:8]. (3) Given the reactants [CH2:1]([O:8][C:9]1[CH:14]=[CH:13][CH:12]=[C:11]([OH:15])[C:10]=1[C:16](=[O:27])[CH:17]=[CH:18][CH:19]=[CH:20][C:21]1[CH:26]=[CH:25][CH:24]=[CH:23][CH:22]=1)[C:2]1[CH:7]=[CH:6][CH:5]=[CH:4][CH:3]=1.II.O, predict the reaction product. The product is: [CH2:1]([O:8][C:9]1[CH:14]=[CH:13][CH:12]=[C:11]2[C:10]=1[C:16](=[O:27])[CH:17]=[C:18]([CH:19]=[CH:20][C:21]1[CH:26]=[CH:25][CH:24]=[CH:23][CH:22]=1)[O:15]2)[C:2]1[CH:3]=[CH:4][CH:5]=[CH:6][CH:7]=1. (4) Given the reactants Cl.[Cl:2][C:3]1[CH:4]=[C:5]([O:16][CH3:17])[C:6]([S:11]([CH2:14][CH3:15])(=[O:13])=[O:12])=[C:7]([CH2:9][NH2:10])[CH:8]=1.[Cl:18][C:19]1[CH:20]=[C:21]([CH:25]=[C:26]([C:44]([F:47])([F:46])[F:45])[C:27]=1[CH2:28][N:29]1[CH2:34][CH2:33][CH2:32][C@H:31]([N:35]([CH3:43])[C:36]([O:38][C:39]([CH3:42])([CH3:41])[CH3:40])=[O:37])[CH2:30]1)[C:22](O)=[O:23].CC(OC(N1CCN(CC2C=CC(C([O-])=O)=CC=2C(F)(F)F)CC1)=O)(C)C, predict the reaction product. The product is: [Cl:18][C:19]1[CH:20]=[C:21]([C:22](=[O:23])[NH:10][CH2:9][C:7]2[CH:8]=[C:3]([Cl:2])[CH:4]=[C:5]([O:16][CH3:17])[C:6]=2[S:11]([CH2:14][CH3:15])(=[O:12])=[O:13])[CH:25]=[C:26]([C:44]([F:46])([F:45])[F:47])[C:27]=1[CH2:28][N:29]1[CH2:34][CH2:33][CH2:32][C@H:31]([N:35]([CH3:43])[C:36](=[O:37])[O:38][C:39]([CH3:40])([CH3:41])[CH3:42])[CH2:30]1. (5) Given the reactants [N:1]([O-])=O.[Na+].[NH2:5][C:6]1[C:7]([C:29]#[N:30])=[N:8][C:9]([C:14]2[CH:19]=[CH:18][C:17]([O:20][CH2:21][CH2:22][CH2:23][OH:24])=[C:16]([C:25]([F:28])([F:27])[F:26])[CH:15]=2)=[CH:10][C:11]=1[NH:12][CH3:13], predict the reaction product. The product is: [OH:24][CH2:23][CH2:22][CH2:21][O:20][C:17]1[CH:18]=[CH:19][C:14]([C:9]2[N:8]=[C:7]([C:29]#[N:30])[C:6]3[N:5]=[N:1][N:12]([CH3:13])[C:11]=3[CH:10]=2)=[CH:15][C:16]=1[C:25]([F:28])([F:26])[F:27]. (6) Given the reactants CN(OC)[C:3](=[O:18])[C:4]1[CH:9]=[CH:8][C:7]([O:10][CH3:11])=[CH:6][C:5]=1[C:12]#[C:13][CH2:14][CH:15]([CH3:17])[CH3:16].[CH2:21]([Mg]Cl)[C:22]1[CH:27]=[CH:26][CH:25]=[CH:24][CH:23]=1, predict the reaction product. The product is: [CH3:11][O:10][C:7]1[CH:8]=[CH:9][C:4]([C:3](=[O:18])[CH2:21][C:22]2[CH:27]=[CH:26][CH:25]=[CH:24][CH:23]=2)=[C:5]([C:12]#[C:13][CH2:14][CH:15]([CH3:16])[CH3:17])[CH:6]=1. (7) Given the reactants C([O:3][C:4](=[O:36])[CH2:5][O:6][C:7]1[CH:12]=[CH:11][C:10]([S:13][C:14]2[CH:19]=[C:18]([C:20]#[C:21][C:22]3[CH:27]=[CH:26][CH:25]=[CH:24][CH:23]=3)[CH:17]=[C:16]([O:28][CH2:29][CH:30]([CH2:33][CH3:34])[CH2:31][CH3:32])[CH:15]=2)=[CH:9][C:8]=1[CH3:35])C.[OH-].[Na+].Cl, predict the reaction product. The product is: [CH2:33]([CH:30]([CH2:31][CH3:32])[CH2:29][O:28][C:16]1[CH:15]=[C:14]([S:13][C:10]2[CH:11]=[CH:12][C:7]([O:6][CH2:5][C:4]([OH:36])=[O:3])=[C:8]([CH3:35])[CH:9]=2)[CH:19]=[C:18]([C:20]#[C:21][C:22]2[CH:23]=[CH:24][CH:25]=[CH:26][CH:27]=2)[CH:17]=1)[CH3:34]. (8) Given the reactants C(C(CCCCCCCCCCCC)CN=[C:14]([C:16]1[C:25]2[C:24]([C:26]([OH:28])=[O:27])=[C:23]([Br:29])[C:22]([Br:30])=[C:21]([C:31]([OH:33])=[O:32])[C:20]=2[C:19]([C:34](=[N:36][CH2:37][CH:38](CCCCCCCCCC)CCCCCCCCCCCC)[OH:35])=[C:18]([Br:61])[C:17]=1[Br:62])[OH:15])CCCCCCCCC.[CH2:75]([CH:81]([CH2:85][CH2:86][CH2:87][CH2:88][CH2:89][CH2:90][CH2:91][CH3:92])[CH2:82][CH2:83][NH2:84])[CH2:76][CH2:77][CH2:78][CH2:79][CH3:80], predict the reaction product. The product is: [CH2:75]([CH:81]([CH2:85][CH2:86][CH2:87][CH2:88][CH2:89][CH2:90][CH2:91][CH3:92])[CH2:82][CH2:83][N:84]=[C:14]([C:16]1[C:25]2[C:24]([C:26]([OH:28])=[O:27])=[C:23]([Br:29])[C:22]([Br:30])=[C:21]([C:31]([OH:33])=[O:32])[C:20]=2[C:19]([C:34](=[N:36][CH2:37][CH2:38][CH:81]([CH2:75][CH2:76][CH2:77][CH2:78][CH2:79][CH3:80])[CH2:85][CH2:86][CH2:87][CH2:88][CH2:89][CH2:90][CH2:91][CH3:92])[OH:35])=[C:18]([Br:61])[C:17]=1[Br:62])[OH:15])[CH2:76][CH2:77][CH2:78][CH2:79][CH3:80]. (9) Given the reactants [C:1]1(C2(C(O)=O)CCCC2)[CH:6]=CC=C[CH:2]=1.[CH3:15][CH:16]([CH3:46])[CH:17]([C:40]1[CH:45]=[CH:44][CH:43]=[CH:42][CH:41]=1)[C:18]([NH:20][C@@H:21]1[C@H:28]2[C@H:24]([CH2:25][N:26]([CH2:29][C:30]3[CH:35]=[CH:34][CH:33]=[C:32]([C:36]([F:39])([F:38])[F:37])[CH:31]=3)[CH2:27]2)[CH2:23][CH2:22]1)=[O:19].C(N1C[C@H]2C(N)CC[C@H]2C1)C1C=CC=CC=1, predict the reaction product. The product is: [C:40]1([CH:17]([C:16]2[CH:46]=[CH:6][CH:1]=[CH:2][CH:15]=2)[C:18]([NH:20][C@H:21]2[C@H:28]3[C@H:24]([CH2:25][N:26]([CH2:29][C:30]4[CH:35]=[CH:34][CH:33]=[C:32]([C:36]([F:37])([F:38])[F:39])[CH:31]=4)[CH2:27]3)[CH2:23][CH2:22]2)=[O:19])[CH:45]=[CH:44][CH:43]=[CH:42][CH:41]=1. (10) Given the reactants C([O:8][C:9]1[C:10]([C:29]2[CH2:34][CH2:33][C:32]([CH3:36])([CH3:35])[CH2:31][CH:30]=2)=[C:11]([CH:19]([O:24][C:25]([CH3:28])([CH3:27])[CH3:26])[C:20]([O:22][CH3:23])=[O:21])[C:12]([C:15]([F:18])([F:17])[F:16])=[CH:13][CH:14]=1)C1C=CC=CC=1, predict the reaction product. The product is: [C:25]([O:24][CH:19]([C:11]1[C:12]([C:15]([F:18])([F:17])[F:16])=[CH:13][CH:14]=[C:9]([OH:8])[C:10]=1[C:29]1[CH2:34][CH2:33][C:32]([CH3:36])([CH3:35])[CH2:31][CH:30]=1)[C:20]([O:22][CH3:23])=[O:21])([CH3:28])([CH3:26])[CH3:27].